Dataset: M1 muscarinic receptor antagonist screen with 61,756 compounds. Task: Binary Classification. Given a drug SMILES string, predict its activity (active/inactive) in a high-throughput screening assay against a specified biological target. The drug is S(=O)(=O)(NCc1ccccc1)c1cc2oc(=O)n(CC(=O)N3CCN(CC3)C)c2cc1. The result is 0 (inactive).